Predict which catalyst facilitates the given reaction. From a dataset of Catalyst prediction with 721,799 reactions and 888 catalyst types from USPTO. (1) Reactant: [NH:1]1[C:9]2[C:4](=[CH:5][C:6]([CH:10]=[O:11])=[CH:7][CH:8]=2)[CH:3]=[N:2]1.[OH-].[K+].[I:14]I.[O-]S([O-])(=S)=O.[Na+].[Na+]. Product: [I:14][C:3]1[C:4]2[C:9](=[CH:8][CH:7]=[C:6]([CH:10]=[O:11])[CH:5]=2)[NH:1][N:2]=1. The catalyst class is: 18. (2) Reactant: Cl.[NH2:2]O.C(=O)(O)[O-].[Na+].O.ClC1C=C([C:17]2[N:25]=[C:24]([C:26]#[N:27])[N:23]=[C:22]3[C:18]=2[N:19]([CH2:36][C@H:37]2[CH2:42][CH2:41][C@H:40]([CH3:43])[CH2:39][CH2:38]2)[C:20](C(O)C2C=CC=CC=2)=[N:21]3)C=CC=1. Product: [CH3:43][C@H:40]1[CH2:41][CH2:42][C@H:37]([CH2:36][N:19]2[C:18]3[C:22](=[N:23][C:24]([C:26](=[NH:27])[NH2:2])=[N:25][CH:17]=3)[N:21]=[CH:20]2)[CH2:38][CH2:39]1. The catalyst class is: 8.